From a dataset of Peptide-MHC class I binding affinity with 185,985 pairs from IEDB/IMGT. Regression. Given a peptide amino acid sequence and an MHC pseudo amino acid sequence, predict their binding affinity value. This is MHC class I binding data. (1) The peptide sequence is VAGALVAFK. The MHC is HLA-A68:01 with pseudo-sequence HLA-A68:01. The binding affinity (normalized) is 0.487. (2) The peptide sequence is RVGLYGLLFY. The MHC is HLA-A32:01 with pseudo-sequence HLA-A32:01. The binding affinity (normalized) is 0.283.